This data is from Reaction yield outcomes from USPTO patents with 853,638 reactions. The task is: Predict the reaction yield, written as a fraction of the theoretical maximum amount of product (1.0 means a 100% yield; for example, 0.34 means a 34% yield). (1) The reactants are [Cl:1][C:2]1[N:7]=[CH:6][C:5]([C:8](=[O:20])[CH2:9][CH2:10][C:11]([C:13]2[CH:14]=[N:15][C:16]([Cl:19])=[CH:17][CH:18]=2)=[O:12])=[CH:4][CH:3]=1.[BH4-].[Na+]. The catalyst is C(O)C. The product is [Cl:19][C:16]1[N:15]=[CH:14][C:13]([CH:11]([OH:12])[CH2:10][CH2:9][CH:8]([C:5]2[CH:6]=[N:7][C:2]([Cl:1])=[CH:3][CH:4]=2)[OH:20])=[CH:18][CH:17]=1. The yield is 0.890. (2) The reactants are [F:1][C:2]1[CH:7]=[CH:6][C:5]([C:8](=O)[CH2:9][C:10]([O:12][CH2:13][CH3:14])=[O:11])=[CH:4][CH:3]=1.C[N:17]([CH:19](OC)OC)C.Cl.[C:25]([NH:29]N)([CH3:28])([CH3:27])[CH3:26]. The catalyst is C1(C)C=CC=CC=1. The product is [C:25]([N:29]1[C:8]([C:5]2[CH:6]=[CH:7][C:2]([F:1])=[CH:3][CH:4]=2)=[C:9]([C:10]([O:12][CH2:13][CH3:14])=[O:11])[CH:19]=[N:17]1)([CH3:28])([CH3:27])[CH3:26]. The yield is 0.683.